From a dataset of NCI-60 drug combinations with 297,098 pairs across 59 cell lines. Regression. Given two drug SMILES strings and cell line genomic features, predict the synergy score measuring deviation from expected non-interaction effect. Drug 1: CCCCC(=O)OCC(=O)C1(CC(C2=C(C1)C(=C3C(=C2O)C(=O)C4=C(C3=O)C=CC=C4OC)O)OC5CC(C(C(O5)C)O)NC(=O)C(F)(F)F)O. Drug 2: C1CCC(C(C1)N)N.C(=O)(C(=O)[O-])[O-].[Pt+4]. Cell line: SF-539. Synergy scores: CSS=45.9, Synergy_ZIP=-16.4, Synergy_Bliss=-19.1, Synergy_Loewe=-17.7, Synergy_HSA=-15.7.